This data is from NCI-60 drug combinations with 297,098 pairs across 59 cell lines. The task is: Regression. Given two drug SMILES strings and cell line genomic features, predict the synergy score measuring deviation from expected non-interaction effect. Drug 1: CC12CCC(CC1=CCC3C2CCC4(C3CC=C4C5=CN=CC=C5)C)O. Drug 2: CC(C)CN1C=NC2=C1C3=CC=CC=C3N=C2N. Cell line: T-47D. Synergy scores: CSS=0.506, Synergy_ZIP=-1.84, Synergy_Bliss=-2.37, Synergy_Loewe=-5.87, Synergy_HSA=-3.61.